From a dataset of Reaction yield outcomes from USPTO patents with 853,638 reactions. Predict the reaction yield, written as a fraction of the theoretical maximum amount of product (1.0 means a 100% yield; for example, 0.34 means a 34% yield). (1) The catalyst is C(OCC)C. The reactants are [CH3:1][C:2]1[CH2:7][CH2:6][CH2:5][C:4]([CH3:9])([CH3:8])[C:3]=1/[CH:10]=[CH:11]/[C:12](/[CH3:22])=[CH:13]/[CH:14]=[CH:15]/[C:16](/[CH3:21])=[CH:17]/[C:18]([OH:20])=O.C(N(S(F)(F)F)CC)C.[C:32]([O:51][CH2:52][C@H:53]([CH2:74][O:75][P:76]([O:79][CH2:80][CH2:81][NH2:82])([OH:78])=[O:77])[O:54][C:55](=[O:73])[CH2:56][CH2:57][CH2:58][CH2:59][CH2:60][CH2:61][CH2:62]/[CH:63]=[CH:64]\[CH2:65][CH2:66][CH2:67][CH2:68][CH2:69][CH2:70][CH2:71][CH3:72])(=[O:50])[CH2:33][CH2:34][CH2:35][CH2:36][CH2:37][CH2:38][CH2:39]/[CH:40]=[CH:41]\[CH2:42][CH2:43][CH2:44][CH2:45][CH2:46][CH2:47][CH2:48][CH3:49]. The yield is 0.280. The product is [C:32]([O:51][CH2:52][C@@H:53]([O:54][C:55](=[O:73])[CH2:56][CH2:57][CH2:58][CH2:59][CH2:60][CH2:61][CH2:62]/[CH:63]=[CH:64]\[CH2:65][CH2:66][CH2:67][CH2:68][CH2:69][CH2:70][CH2:71][CH3:72])[CH2:74][O:75][P:76]([O:79][CH2:80][CH2:81][NH:82][C:18](=[O:20])/[CH:17]=[C:16](\[CH3:21])/[CH:15]=[CH:14]/[CH:13]=[C:12](\[CH3:22])/[CH:11]=[CH:10]/[C:3]1[C:4]([CH3:8])([CH3:9])[CH2:5][CH2:6][CH2:7][C:2]=1[CH3:1])([OH:78])=[O:77])(=[O:50])[CH2:33][CH2:34][CH2:35][CH2:36][CH2:37][CH2:38][CH2:39]/[CH:40]=[CH:41]\[CH2:42][CH2:43][CH2:44][CH2:45][CH2:46][CH2:47][CH2:48][CH3:49]. (2) The reactants are [CH3:1][CH:2]([CH3:38])[C@H:3]([NH:33][C:34](=[O:37])[O:35][CH3:36])[C:4](=[O:32])[N:5]1[CH2:9][CH2:8][CH2:7][C@H:6]1[C:10]1[NH:14][C:13]2[C:15]3[C:20]([CH:21]=[CH:22][C:12]=2[N:11]=1)=[CH:19][C:18](B1OC(C)(C)C(C)(C)O1)=[CH:17][CH:16]=3.Br[C:40]1[CH:41]=[C:42]2[C:64](=[CH:65][CH:66]=1)[C:46]1[NH:47][C:48]([C@@H:50]3[C@@H:55]4[CH2:56][C@@H:52]([CH2:53][CH2:54]4)[N:51]3[C:57]([O:59][C:60]([CH3:63])([CH3:62])[CH3:61])=[O:58])=[N:49][C:45]=1[CH:44]=[CH:43]2.C([O-])([O-])=O.[K+].[K+]. The catalyst is COCCOC.C1C=CC([P]([Pd]([P](C2C=CC=CC=2)(C2C=CC=CC=2)C2C=CC=CC=2)([P](C2C=CC=CC=2)(C2C=CC=CC=2)C2C=CC=CC=2)[P](C2C=CC=CC=2)(C2C=CC=CC=2)C2C=CC=CC=2)(C2C=CC=CC=2)C2C=CC=CC=2)=CC=1. The product is [CH3:36][O:35][C:34]([NH:33][C@@H:3]([CH:2]([CH3:38])[CH3:1])[C:4]([N:5]1[CH2:9][CH2:8][CH2:7][C@H:6]1[C:10]1[NH:14][C:13]2[C:15]3[C:20]([CH:21]=[CH:22][C:12]=2[N:11]=1)=[CH:19][C:18]([C:40]1[CH:41]=[C:42]2[C:64](=[CH:65][CH:66]=1)[C:46]1[NH:47][C:48]([C@@H:50]4[C@@H:55]5[CH2:56][C@@H:52]([CH2:53][CH2:54]5)[N:51]4[C:57]([O:59][C:60]([CH3:62])([CH3:63])[CH3:61])=[O:58])=[N:49][C:45]=1[CH:44]=[CH:43]2)=[CH:17][CH:16]=3)=[O:32])=[O:37]. The yield is 0.360.